From a dataset of Full USPTO retrosynthesis dataset with 1.9M reactions from patents (1976-2016). Predict the reactants needed to synthesize the given product. (1) Given the product [CH3:10][N:11]([CH2:13][C:14]1[C:22]2[O:21][N:20]=[C:19]([CH2:23][CH2:24][CH:25]3[CH2:30][CH2:29][N:28]([CH2:8][C:3]4[C:2]([F:1])=[CH:7][CH:6]=[CH:5][N:4]=4)[CH2:27][CH2:26]3)[C:18]=2[CH:17]=[CH:16][C:15]=1[O:31][CH2:32][CH:33]1[CH2:34][CH2:35]1)[CH3:12], predict the reactants needed to synthesize it. The reactants are: [F:1][C:2]1[C:3]([CH:8]=O)=[N:4][CH:5]=[CH:6][CH:7]=1.[CH3:10][N:11]([CH2:13][C:14]1[C:22]2[O:21][N:20]=[C:19]([CH2:23][CH2:24][CH:25]3[CH2:30][CH2:29][NH:28][CH2:27][CH2:26]3)[C:18]=2[CH:17]=[CH:16][C:15]=1[O:31][CH2:32][CH:33]1[CH2:35][CH2:34]1)[CH3:12]. (2) Given the product [F:1][C:2]1[CH:3]=[CH:4][C:5]([C:8]2[C:12]([C:13]3[CH:18]=[CH:17][N:16]=[CH:15][CH:14]=3)=[CH:11][N:10]([CH2:22][C:23]3[CH:24]=[C:25]([CH:28]=[CH:29][CH:30]=3)[C:26]#[N:27])[N:9]=2)=[CH:6][CH:7]=1.[F:1][C:2]1[CH:3]=[CH:4][C:5]([C:8]2[N:9]([CH2:22][C:23]3[CH:24]=[C:25]([CH:28]=[CH:29][CH:30]=3)[C:26]#[N:27])[N:10]=[CH:11][C:12]=2[C:13]2[CH:18]=[CH:17][N:16]=[CH:15][CH:14]=2)=[CH:6][CH:7]=1, predict the reactants needed to synthesize it. The reactants are: [F:1][C:2]1[CH:7]=[CH:6][C:5]([C:8]2[C:12]([C:13]3[CH:18]=[CH:17][N:16]=[CH:15][CH:14]=3)=[CH:11][NH:10][N:9]=2)=[CH:4][CH:3]=1.[H-].[Na+].Br[CH2:22][C:23]1[CH:24]=[C:25]([CH:28]=[CH:29][CH:30]=1)[C:26]#[N:27].C(O)(=O)C. (3) Given the product [C:1]([NH:5][CH2:13][CH2:6][CH2:7][CH2:8][S:9]([OH:12])(=[O:11])=[O:10])([CH3:4])([CH3:3])[CH3:2], predict the reactants needed to synthesize it. The reactants are: [C:1]([NH2:5])([CH3:4])([CH3:3])[CH3:2].[CH2:6]1[CH2:13][O:12][S:9](=[O:11])(=[O:10])[CH2:8][CH2:7]1. (4) Given the product [CH:27]1([C:26]2[N:25]=[C:24]3[NH:30][CH:31]=[C:32]([C:33]4[C:34]([CH3:47])=[N:35][N:36]([CH2:39][C:40]5[CH:45]=[CH:44][CH:43]=[C:42]([F:46])[CH:41]=5)[C:37]=4[CH3:38])[C:23]3=[CH:22][C:21]=2[C:15]2[CH:16]=[CH:17][C:18]([O:19][CH3:20])=[C:13]([NH:8][S:9]([CH3:12])(=[O:10])=[O:11])[CH:14]=2)[CH2:28][CH2:29]1, predict the reactants needed to synthesize it. The reactants are: C(OC([N:8]([C:13]1[CH:14]=[C:15]([C:21]2[CH:22]=[C:23]3[C:32]([C:33]4[C:34]([CH3:47])=[N:35][N:36]([CH2:39][C:40]5[CH:45]=[CH:44][CH:43]=[C:42]([F:46])[CH:41]=5)[C:37]=4[CH3:38])=[CH:31][N:30](C(OC(C)(C)C)=O)[C:24]3=[N:25][C:26]=2[CH:27]2[CH2:29][CH2:28]2)[CH:16]=[CH:17][C:18]=1[O:19][CH3:20])[S:9]([CH3:12])(=[O:11])=[O:10])=O)(C)(C)C.